Dataset: Reaction yield outcomes from USPTO patents with 853,638 reactions. Task: Predict the reaction yield, written as a fraction of the theoretical maximum amount of product (1.0 means a 100% yield; for example, 0.34 means a 34% yield). (1) The reactants are [F:1]C1C=C(C2C3C(=O)CCC=3C=NC=2)C=CC=1C(F)(F)F.F[C:23]1[CH:24]=[C:25]([C:33]2[C:34]3[CH2:41][CH2:40][C:39](=[O:42])[C:35]=3[CH:36]=[N:37][CH:38]=2)[CH:26]=[CH:27][C:28]=1[C:29]([F:32])([F:31])[F:30].FC1C=C(C(F)(F)F)C=CC=1C1C2CCCC=2C=NC=1. No catalyst specified. The product is [F:1][C:26]1[CH:27]=[C:28]([C:29]([F:32])([F:31])[F:30])[CH:23]=[CH:24][C:25]=1[C:33]1[C:34]2[CH2:41][CH2:40][C:39](=[O:42])[C:35]=2[CH:36]=[N:37][CH:38]=1. The yield is 0.300. (2) The reactants are [I:1][C:2]1[CH:10]=[CH:9][C:5]([C:6]([OH:8])=[O:7])=[C:4]([Br:11])[CH:3]=1.S(=O)(=O)(O)O.[CH2:17](O)[CH3:18]. No catalyst specified. The product is [Br:11][C:4]1[CH:3]=[C:2]([I:1])[CH:10]=[CH:9][C:5]=1[C:6]([O:8][CH2:17][CH3:18])=[O:7]. The yield is 0.920. (3) The reactants are Cl.[NH2:2][CH2:3][C:4]1[CH:13]=[CH:12][CH:11]=[C:10]2[C:5]=1[C:6](=[O:23])[N:7]([CH:15]1[CH2:20][CH2:19][C:18](=[O:21])[NH:17][C:16]1=[O:22])[C:8]([CH3:14])=[N:9]2.[C:24](Cl)(=[O:26])[CH3:25].C(N(CC)C(C)C)(C)C. The catalyst is C(#N)C. The product is [O:22]=[C:16]1[CH:15]([N:7]2[C:6](=[O:23])[C:5]3[C:10](=[CH:11][CH:12]=[CH:13][C:4]=3[CH2:3][NH:2][C:24](=[O:26])[CH3:25])[N:9]=[C:8]2[CH3:14])[CH2:20][CH2:19][C:18](=[O:21])[NH:17]1. The yield is 0.160. (4) The reactants are [N:1]1[CH:6]=[CH:5][CH:4]=[C:3](/[CH:7]=[CH:8]/[CH2:9][CH:10]([OH:12])[CH3:11])[CH:2]=1.[C:13]1([CH3:23])[CH:18]=[CH:17][C:16]([S:19](Cl)(=[O:21])=[O:20])=[CH:15][CH:14]=1. The catalyst is N1C=CC=CC=1. The product is [C:13]1([CH3:23])[CH:18]=[CH:17][C:16]([S:19]([O:12][CH:10]([CH2:9]/[CH:8]=[CH:7]/[C:3]2[CH:2]=[N:1][CH:6]=[CH:5][CH:4]=2)[CH3:11])(=[O:21])=[O:20])=[CH:15][CH:14]=1. The yield is 0.601. (5) The catalyst is N1C(C)=CC(C)=CC=1C.[Cu]=O.C(OCC)(=O)C. The reactants are Br[C:2]1[CH:3]=[C:4]([O:9][CH2:10][C:11]2[CH:16]=[CH:15][C:14]([O:17][CH3:18])=[CH:13][CH:12]=2)[CH:5]=[C:6]([Br:8])[CH:7]=1.[OH:19][C:20]1[CH:21]=[N:22][CH:23]=[CH:24][CH:25]=1.[H-].[Na+].[OH-].[NH4+]. The yield is 0.250. The product is [Br:8][C:6]1[CH:7]=[C:2]([CH:3]=[C:4]([O:9][CH2:10][C:11]2[CH:16]=[CH:15][C:14]([O:17][CH3:18])=[CH:13][CH:12]=2)[CH:5]=1)[O:19][C:20]1[CH:21]=[N:22][CH:23]=[CH:24][CH:25]=1. (6) The reactants are [F:1][C:2]1[CH:33]=[CH:32][C:5]([C:6]([N:8]2[CH2:13][CH2:12][CH:11]([C:14](=[O:31])[C:15]3[CH:20]=[CH:19][C:18]([Cl:21])=[C:17]([CH2:22][O:23]CC4C=CC=CC=4)[CH:16]=3)[CH2:10][CH2:9]2)=[O:7])=[CH:4][CH:3]=1.B(Br)(Br)Br. The catalyst is C(Cl)Cl. The product is [F:1][C:2]1[CH:3]=[CH:4][C:5]([C:6]([N:8]2[CH2:13][CH2:12][CH:11]([C:14](=[O:31])[C:15]3[CH:20]=[CH:19][C:18]([Cl:21])=[C:17]([CH2:22][OH:23])[CH:16]=3)[CH2:10][CH2:9]2)=[O:7])=[CH:32][CH:33]=1. The yield is 0.510.